Dataset: Catalyst prediction with 721,799 reactions and 888 catalyst types from USPTO. Task: Predict which catalyst facilitates the given reaction. (1) Reactant: [C:9](O[C:9]([O:11][C:12]([CH3:15])([CH3:14])[CH3:13])=[O:10])([O:11][C:12]([CH3:15])([CH3:14])[CH3:13])=[O:10].[Br:16][C:17]1[C:18]([CH3:27])=[C:19]([CH2:23][NH:24][CH2:25][CH3:26])[CH:20]=[N:21][CH:22]=1.[OH-].[Na+]. Product: [C:12]([O:11][C:9](=[O:10])[N:24]([CH2:23][C:19]1[CH:20]=[N:21][CH:22]=[C:17]([Br:16])[C:18]=1[CH3:27])[CH2:25][CH3:26])([CH3:13])([CH3:14])[CH3:15]. The catalyst class is: 1. (2) Reactant: [N+](C1C=C([C:10]([C:12]2[C:20]3[C:15](=[N:16][CH:17]=[C:18]([C:21]4[CH:22]=[N:23][CH:24]=[CH:25][CH:26]=4)[CH:19]=3)[NH:14][CH:13]=2)=[O:11])C=CC=1)([O-])=O.C([N-]C(C)C)(C)C.[Li+].C1CCCCC1.[C:41]1([CH3:51])[CH:46]=[CH:45][C:44]([S:47](Cl)(=[O:49])=[O:48])=[CH:43][CH:42]=1. Product: [N:23]1[CH:24]=[CH:25][CH:26]=[C:21]([C:18]2[CH:19]=[C:20]3[C:12]([CH:10]=[O:11])=[CH:13][N:14]([S:47]([C:44]4[CH:45]=[CH:46][C:41]([CH3:51])=[CH:42][CH:43]=4)(=[O:49])=[O:48])[C:15]3=[N:16][CH:17]=2)[CH:22]=1. The catalyst class is: 30. (3) Reactant: C([Si]([O:18][C:19]1[CH:24]=[CH:23][C:22]([O:25][CH2:26][C@@H:27]2[CH2:29][O:28]2)=[CH:21][CH:20]=1)(C1C=CC=CC=1)C1C=CC=CC=1)(C)(C)C.NCC1CCN([C:38]2[CH:43]=[C:42]([O:44][CH3:45])[CH:41]=[CH:40][C:39]=2[S:46]([NH2:49])(=[O:48])=[O:47])CC1.[C:50]1(O)[CH:55]=[CH:54][CH:53]=[CH:52]C=1.CCC[CH2:60][N+:61](CCCC)(CCCC)CCCC.[F-]. Product: [OH:28][C@@H:27]([CH2:29][NH:61][CH2:60][CH:54]1[CH2:53][CH2:52][N:49]([S:46]([C:39]2[CH:38]=[CH:43][C:42]([O:44][CH3:45])=[CH:41][CH:40]=2)(=[O:47])=[O:48])[CH2:50][CH2:55]1)[CH2:26][O:25][C:22]1[CH:21]=[CH:20][C:19]([OH:18])=[CH:24][CH:23]=1. The catalyst class is: 92. (4) Reactant: [C:1](#[N:3])[CH3:2].C([Li])CCC.[C:9]([C:11]([CH3:18])([CH3:17])[C:12]([O:14]CC)=O)#[N:10].C(O)(=O)C. Product: [CH3:18][C:11]([CH3:17])([C:12](=[O:14])[CH2:2][C:1]#[N:3])[C:9]#[N:10]. The catalyst class is: 7. (5) Product: [NH2:37][C:26]1[S:27][C:28]2[C:29](=[N:30][CH:31]=[C:32]([CH:34]([CH3:35])[CH3:36])[CH:33]=2)[C:25]=1[C:23]([NH:22][C:17]1[CH:18]=[N:19][CH:20]=[CH:21][C:16]=1[N:12]1[CH2:13][C@H:14]([CH3:15])[C@@H:9]([OH:8])[C@H:10]([NH2:47])[CH2:11]1)=[O:24]. The catalyst class is: 759. Reactant: [Si]([O:8][C@@H:9]1[C@@H:14]([CH3:15])[CH2:13][N:12]([C:16]2[CH:21]=[CH:20][N:19]=[CH:18][C:17]=2[NH:22][C:23]([C:25]2[C:29]3=[N:30][CH:31]=[C:32]([CH:34]([CH3:36])[CH3:35])[CH:33]=[C:28]3[S:27][C:26]=2[NH:37]CC2C=CC(OC)=CC=2)=[O:24])[CH2:11][C@H:10]1[NH:47]C(=O)OC(C)(C)C)(C(C)(C)C)(C)C.C(O)(C(F)(F)F)=O.Cl.O1CCOCC1. (6) Reactant: [CH3:1][O:2][C:3]([C@H:5]1[CH2:10][CH2:9][C@H:8]([C:11]([OH:13])=O)[CH2:7][CH2:6]1)=[O:4].[NH:14]1[CH2:18][CH2:17][CH2:16][CH2:15]1.Cl.C(N=C=NCCCN(C)C)C.C(N(CC)CC)C. Product: [N:14]1([C:11]([C@H:8]2[CH2:7][CH2:6][C@H:5]([C:3]([O:2][CH3:1])=[O:4])[CH2:10][CH2:9]2)=[O:13])[CH2:18][CH2:17][CH2:16][CH2:15]1. The catalyst class is: 22.